Dataset: Reaction yield outcomes from USPTO patents with 853,638 reactions. Task: Predict the reaction yield, written as a fraction of the theoretical maximum amount of product (1.0 means a 100% yield; for example, 0.34 means a 34% yield). (1) The reactants are Br[C:2]1[CH:7]=[C:6]([F:8])[CH:5]=[C:4]([Cl:9])[CH:3]=1.[Mg].II.[C:13]([N:20]1[CH2:24][CH2:23][C:22](=[O:25])[CH2:21]1)([O:15][C:16]([CH3:19])([CH3:18])[CH3:17])=[O:14]. The catalyst is O1CCCC1. The product is [Cl:9][C:4]1[CH:3]=[C:2]([C:22]2([OH:25])[CH2:23][CH2:24][N:20]([C:13]([O:15][C:16]([CH3:18])([CH3:17])[CH3:19])=[O:14])[CH2:21]2)[CH:7]=[C:6]([F:8])[CH:5]=1. The yield is 0.280. (2) The reactants are C(=O)([O-])[O-].[K+].[K+].[NH2:7][C:8]1[C:21]([Cl:22])=[CH:20][C:19]([Cl:23])=[CH:18][C:9]=1[C:10]([N:12]=[S:13]([CH2:16][CH3:17])[CH2:14][CH3:15])=[O:11].[Cl:24][C:25]1[C:26]([N:31]2[C:35]([C:36](Cl)=[O:37])=[CH:34][C:33]([C:39]([F:42])([F:41])[F:40])=[N:32]2)=[N:27][CH:28]=[CH:29][CH:30]=1.O. The catalyst is C1(C)C=CC=CC=1. The product is [Cl:24][C:25]1[C:26]([N:31]2[C:35]([C:36]([NH:7][C:8]3[C:9]([C:10](=[O:11])[N:12]=[S:13]([CH2:14][CH3:15])[CH2:16][CH3:17])=[CH:18][C:19]([Cl:23])=[CH:20][C:21]=3[Cl:22])=[O:37])=[CH:34][C:33]([C:39]([F:42])([F:40])[F:41])=[N:32]2)=[N:27][CH:28]=[CH:29][CH:30]=1. The yield is 0.650. (3) The reactants are C([O-])(=O)C.[NH4+].FC(F)(F)S(O[C:12]1[C:13]([CH3:59])([CH3:58])[C@H:14]2[C@:27]([CH3:30])([CH2:28][CH:29]=1)[C@@H:26]1[C@:17]([CH3:57])([C@@:18]3([CH3:56])[C@H:23]([CH2:24][CH2:25]1)[C@H:22]1[C@H:31]([C:34]([CH3:36])=[CH2:35])[CH2:32][CH2:33][C@:21]1([CH2:37][O:38][Si:39]([C:52]([CH3:55])([CH3:54])[CH3:53])([C:46]1[CH:51]=[CH:50][CH:49]=[CH:48][CH:47]=1)[C:40]1[CH:45]=[CH:44][CH:43]=[CH:42][CH:41]=1)[CH2:20][CH2:19]3)[CH2:16][CH2:15]2)(=O)=O.[CH3:62][O:63][C:64]([C:66]1[CH:71]=[CH:70][C:69](B(O)O)=[CH:68][CH:67]=1)=[O:65].C([O-])([O-])=O.[Na+].[Na+]. The catalyst is O1CCOCC1.C(OCC)(=O)C.O.C1C=CC([P]([Pd]([P](C2C=CC=CC=2)(C2C=CC=CC=2)C2C=CC=CC=2)([P](C2C=CC=CC=2)(C2C=CC=CC=2)C2C=CC=CC=2)[P](C2C=CC=CC=2)(C2C=CC=CC=2)C2C=CC=CC=2)(C2C=CC=CC=2)C2C=CC=CC=2)=CC=1.CC(O)C.CO. The product is [Si:39]([O:38][CH2:37][C@:21]12[CH2:33][CH2:32][C@@H:31]([C:34]([CH3:36])=[CH2:35])[C@@H:22]1[C@@H:23]1[C@@:18]([CH3:56])([CH2:19][CH2:20]2)[C@@:17]2([CH3:57])[C@@H:26]([C@:27]3([CH3:30])[C@@H:14]([CH2:15][CH2:16]2)[C:13]([CH3:59])([CH3:58])[C:12]([C:69]2[CH:70]=[CH:71][C:66]([C:64]([O:63][CH3:62])=[O:65])=[CH:67][CH:68]=2)=[CH:29][CH2:28]3)[CH2:25][CH2:24]1)([C:52]([CH3:55])([CH3:54])[CH3:53])([C:46]1[CH:47]=[CH:48][CH:49]=[CH:50][CH:51]=1)[C:40]1[CH:41]=[CH:42][CH:43]=[CH:44][CH:45]=1. The yield is 0.509. (4) The reactants are [Cl:1][C:2]1[CH:7]=[CH:6][C:5]([C:8]2[C:12]([CH2:13][O:14][C:15]3[N:20]=[CH:19][C:18]([C:21]([N:23]4[CH2:28][CH2:27][S:26](=[O:30])(=[O:29])[CH2:25][CH2:24]4)=[O:22])=[CH:17][CH:16]=3)=[C:11]([CH3:31])[O:10][N:9]=2)=[CH:4][CH:3]=1.C1C=[N+]([C@@H]2[O:42][C@H](COP(OP(OC[C@H]3O[C@@H](N4C5N=CN=C(N)C=5N=C4)[C@H](OP(O)(O)=O)[C@@H]3O)(O)=O)(O)=O)[C@@H](O)[C@H]2O)C=C(C(N)=O)C=1.[Cl-].[Mg+2].[Cl-].C(#N)C. The catalyst is CS(C)=O. The product is [Cl:1][C:2]1[CH:3]=[CH:4][C:5]([C:8]2[C:12]([CH2:13][O:14][C:15]3[N:20]=[CH:19][C:18]([C:21]([N:23]4[CH2:24][CH2:25][S:26](=[O:30])(=[O:29])[CH2:27][CH2:28]4)=[O:22])=[CH:17][CH:16]=3)=[C:11]([CH2:31][OH:42])[O:10][N:9]=2)=[CH:6][CH:7]=1. The yield is 0.180. (5) The reactants are [C:1](OC(=O)C)(=[O:3])[CH3:2].[CH2:8]([C:11]1[CH:12]=[C:13]([CH:18]=[CH:19][C:20]=1[OH:21])[C:14]([O:16][CH3:17])=[O:15])[CH:9]=[CH2:10]. The catalyst is N1C=CC=CC=1. The product is [C:1]([O:21][C:20]1[CH:19]=[CH:18][C:13]([C:14]([O:16][CH3:17])=[O:15])=[CH:12][C:11]=1[CH2:8][CH:9]=[CH2:10])(=[O:3])[CH3:2]. The yield is 0.880. (6) The product is [ClH:29].[CH2:1]([O:3][C:4]1[CH:5]=[C:6]([N:11]2[C:15]([CH2:16][NH2:17])=[CH:14][C:13]([C:25]([F:26])([F:27])[F:28])=[N:12]2)[CH:7]=[C:8]([CH3:10])[CH:9]=1)[CH3:2]. The yield is 0.710. The reactants are [CH2:1]([O:3][C:4]1[CH:5]=[C:6]([N:11]2[C:15]([CH2:16][NH:17]C(=O)OC(C)(C)C)=[CH:14][C:13]([C:25]([F:28])([F:27])[F:26])=[N:12]2)[CH:7]=[C:8]([CH3:10])[CH:9]=1)[CH3:2].[ClH:29]. The catalyst is O1CCOCC1.